From a dataset of Catalyst prediction with 721,799 reactions and 888 catalyst types from USPTO. Predict which catalyst facilitates the given reaction. Reactant: [F:1][C:2]1[CH:3]=[C:4]2[C:10]([C:11]3[N:12]=[C:13](I)[C:14]4[C:19]([CH3:21])([CH3:20])[C:18](=[O:22])[NH:17][C:15]=4[N:16]=3)=[N:9][N:8]([CH2:24][C:25]3[C:30]([F:31])=[CH:29][CH:28]=[CH:27][N:26]=3)[C:5]2=[N:6][CH:7]=1.C(N(CC)C(C)C)(C)C.Cl.[F:42][CH:43]1[CH2:46][NH:45][CH2:44]1. Product: [F:42][CH:43]1[CH2:46][N:45]([C:13]2[C:14]3[C:19]([CH3:21])([CH3:20])[C:18](=[O:22])[NH:17][C:15]=3[N:16]=[C:11]([C:10]3[C:4]4[C:5](=[N:6][CH:7]=[C:2]([F:1])[CH:3]=4)[N:8]([CH2:24][C:25]4[C:30]([F:31])=[CH:29][CH:28]=[CH:27][N:26]=4)[N:9]=3)[N:12]=2)[CH2:44]1. The catalyst class is: 60.